Dataset: Experimentally validated miRNA-target interactions with 360,000+ pairs, plus equal number of negative samples. Task: Binary Classification. Given a miRNA mature sequence and a target amino acid sequence, predict their likelihood of interaction. The miRNA is cel-miR-4933 with sequence UGGCAGUGACCUAUUCUGGCCA. The protein sequence of the target gene is MPIVDKLKEALKPGRKDSAEDGDLGRLLAASAKKVLLQRIEFEPASKSFSYQLESLKSKYVLLSARAEGASRHRSGDELQARKPGTERVSGSGGDGVPAPQKVLFPVERLSLRWERVFRVGAGLHNLGNTCFLNSTIQCLTYTPPLANYLLSKEHARSCHQGGFCMLCLMQNHMVQAFANSGNAIKPVSFIRDLKKIARHFRFGNQEDAHEFLRYTIDAMQKACLNGYAKLDRQTQATTLVHQIFGGYLRSRVKCSVCKSVSDTYDPYLDIALEIRQAANIVRALELFVKSDVLSGENAY.... Result: 0 (no interaction).